Dataset: Reaction yield outcomes from USPTO patents with 853,638 reactions. Task: Predict the reaction yield, written as a fraction of the theoretical maximum amount of product (1.0 means a 100% yield; for example, 0.34 means a 34% yield). (1) The reactants are [Cl:1][C:2]1[C:10]2[N:9]=[C:8]([NH:11][C:12]3[C:13]([CH3:21])=[CH:14][C:15]([N:18]([CH3:20])[CH3:19])=[N:16][CH:17]=3)[N:7]([CH2:22][CH:23]=[CH2:24])[C:6]=2[C:5]([CH:25]([CH2:28][CH3:29])[CH2:26][CH3:27])=[CH:4][CH:3]=1.B.[O:31]1CCCC1.O.O.O.O.B(O[O-])([O-])[O-].[Na+].[Na+].[Na+].O. The catalyst is O1CCCC1. The product is [Cl:1][C:2]1[C:10]2[N:9]=[C:8]([NH:11][C:12]3[CH:17]=[N:16][C:15]([N:18]([CH3:19])[CH3:20])=[CH:14][C:13]=3[CH3:21])[N:7]([CH2:22][CH:23]([OH:31])[CH3:24])[C:6]=2[C:5]([CH:25]([CH2:26][CH3:27])[CH2:28][CH3:29])=[CH:4][CH:3]=1. The yield is 0.530. (2) The reactants are [CH3:1][O:2][C:3]1[N:4]=[C:5]2[C:10](=[CH:11][CH:12]=1)[N:9]=[CH:8][CH:7]=[C:6]2[NH2:13].CC(C)([O-])C.[K+].[Cl:20][CH2:21][C:22](OCC)=[O:23].O. The catalyst is C1COCC1. The product is [Cl:20][CH2:21][C:22]([NH:13][C:6]1[C:5]2[C:10](=[CH:11][CH:12]=[C:3]([O:2][CH3:1])[N:4]=2)[N:9]=[CH:8][CH:7]=1)=[O:23]. The yield is 0.450. (3) The reactants are Cl[C:2]1[CH:7]=[CH:6][N+:5]([O-:8])=[CH:4][CH:3]=1.[F:9][C:10]1[CH:15]=[CH:14][C:13](B(O)O)=[C:12]([O:19][CH3:20])[CH:11]=1. The yield is 0.870. No catalyst specified. The product is [F:9][C:10]1[CH:15]=[CH:14][C:13]([C:2]2[CH:7]=[CH:6][N+:5]([O-:8])=[CH:4][CH:3]=2)=[C:12]([O:19][CH3:20])[CH:11]=1.